Task: Predict the reaction yield, written as a fraction of the theoretical maximum amount of product (1.0 means a 100% yield; for example, 0.34 means a 34% yield).. Dataset: Reaction yield outcomes from USPTO patents with 853,638 reactions The reactants are [C:1]([CH:8]([CH2:12][CH3:13])[C@@H:9](N)[OH:10])([O:3][C:4]([CH3:7])([CH3:6])[CH3:5])=[O:2].CC1(C)[N:20]([O])C(C)(C)CCC1.[Br-].[Na+].C(=O)([O-])O.[Na+]. The catalyst is ClCCl.O. The product is [C:4]([O:3][C:1]([C@:8]([NH2:20])([CH2:12][CH3:13])[CH:9]=[O:10])=[O:2])([CH3:7])([CH3:6])[CH3:5]. The yield is 0.770.